From a dataset of Peptide-MHC class I binding affinity with 185,985 pairs from IEDB/IMGT. Regression. Given a peptide amino acid sequence and an MHC pseudo amino acid sequence, predict their binding affinity value. This is MHC class I binding data. (1) The MHC is HLA-B18:01 with pseudo-sequence HLA-B18:01. The peptide sequence is LICYQIEYI. The binding affinity (normalized) is 0.0847. (2) The peptide sequence is LIILLISI. The MHC is H-2-Db with pseudo-sequence H-2-Db. The binding affinity (normalized) is 0. (3) The peptide sequence is SKFKNFRVYYR. The MHC is Mamu-B08 with pseudo-sequence Mamu-B08. The binding affinity (normalized) is 0. (4) The MHC is HLA-A02:02 with pseudo-sequence HLA-A02:02. The peptide sequence is SISARALKA. The binding affinity (normalized) is 0.0788.